Dataset: Forward reaction prediction with 1.9M reactions from USPTO patents (1976-2016). Task: Predict the product of the given reaction. Given the reactants [NH2:1][C@H:2]([C:7]([NH2:9])=[O:8])[CH2:3][CH:4]([CH3:6])[CH3:5].[CH2:10]1[CH2:16][S:13](=[O:15])(=[O:14])[O:12][CH2:11]1, predict the reaction product. The product is: [NH2:9][C:7]([C@@H:2]([NH:1][CH2:11][CH2:10][CH2:16][S:13]([OH:15])(=[O:14])=[O:12])[CH2:3][CH:4]([CH3:6])[CH3:5])=[O:8].